From a dataset of Full USPTO retrosynthesis dataset with 1.9M reactions from patents (1976-2016). Predict the reactants needed to synthesize the given product. (1) Given the product [C:3]([C:7]1[CH:23]=[CH:22][CH:21]=[CH:20][C:8]=1[O:9][C:10]1[N:11]=[C:12]([NH:2][CH3:1])[CH:13]=[CH:14][C:15]=1[N+:16]([O-:18])=[O:17])([CH3:6])([CH3:5])[CH3:4], predict the reactants needed to synthesize it. The reactants are: [CH3:1][NH2:2].[C:3]([C:7]1[CH:23]=[CH:22][CH:21]=[CH:20][C:8]=1[O:9][C:10]1[C:15]([N+:16]([O-:18])=[O:17])=[CH:14][CH:13]=[C:12](Cl)[N:11]=1)([CH3:6])([CH3:5])[CH3:4].[Cl-]. (2) Given the product [Cl:8][C:9]1[CH:10]=[C:11]([CH:15]=[CH:16][C:17]=1[Cl:18])[C:12]([NH:39][C@@H:32]1[CH2:31][CH2:30][C@:29]2([C:23]3[CH:24]=[CH:25][C:26]([O:27][CH3:28])=[C:21]([O:20][CH3:19])[CH:22]=3)[C@@H:34]([CH2:35][N:36]([CH3:38])[CH2:37]2)[CH2:33]1)=[O:13], predict the reactants needed to synthesize it. The reactants are: CCN(CC)CC.[Cl:8][C:9]1[CH:10]=[C:11]([CH:15]=[CH:16][C:17]=1[Cl:18])[C:12](Cl)=[O:13].[CH3:19][O:20][C:21]1[CH:22]=[C:23]([C@:29]23[CH2:37][N:36]([CH3:38])[CH2:35][C@H:34]2[CH2:33][C@H:32]([NH2:39])[CH2:31][CH2:30]3)[CH:24]=[CH:25][C:26]=1[O:27][CH3:28]. (3) Given the product [CH2:24]([C@H:18]([NH:17][C:15]([C:13]1[NH:12][C:9]2=[CH:10][N:11]=[C:6]([Cl:5])[CH:7]=[C:8]2[CH:14]=1)=[O:16])[C@@H:19]([OH:23])[C:20](=[O:22])[NH:4][CH2:1][CH2:2][CH3:3])[C:25]1[CH:30]=[CH:29][CH:28]=[CH:27][CH:26]=1, predict the reactants needed to synthesize it. The reactants are: [CH2:1]([NH2:4])[CH2:2][CH3:3].[Cl:5][C:6]1[CH:7]=[C:8]2[CH:14]=[C:13]([C:15]([NH:17][C@@H:18]([CH2:24][C:25]3[CH:30]=[CH:29][CH:28]=[CH:27][CH:26]=3)[C@@H:19]([OH:23])[C:20]([OH:22])=O)=[O:16])[NH:12][C:9]2=[CH:10][N:11]=1.C1C=CC2N(O)N=NC=2C=1.CCN(C(C)C)C(C)C.CCN=C=NCCCN(C)C. (4) Given the product [Cl:1][C:2]1[C:7]([C:8]#[N:22])=[C:6]([Cl:10])[N:5]=[C:4]([NH:11][C:12](=[O:18])[O:13][C:14]([CH3:17])([CH3:16])[CH3:15])[CH:3]=1, predict the reactants needed to synthesize it. The reactants are: [Cl:1][C:2]1[C:7]([CH:8]=O)=[C:6]([Cl:10])[N:5]=[C:4]([NH:11][C:12](=[O:18])[O:13][C:14]([CH3:17])([CH3:16])[CH3:15])[CH:3]=1.C([N:22](C(C)C)CC)(C)C.Cl.NO.ClC(Cl)(Cl)C#N.